From a dataset of Catalyst prediction with 721,799 reactions and 888 catalyst types from USPTO. Predict which catalyst facilitates the given reaction. (1) Reactant: C[O:2][C:3]1[N:8]=[CH:7][C:6]([C:9]2[C:14]([C:15]([F:18])([F:17])[F:16])=[CH:13][CH:12]=[CH:11][N:10]=2)=[CH:5][CH:4]=1. Product: [F:17][C:15]([F:16])([F:18])[C:14]1[C:9]([C:6]2[CH:5]=[CH:4][C:3](=[O:2])[NH:8][CH:7]=2)=[N:10][CH:11]=[CH:12][CH:13]=1. The catalyst class is: 844. (2) Reactant: [Al+3].[Cl-].[Cl-].[Cl-].[Br:5][C:6]1[CH:7]=[C:8]2[CH:14]=[C:13]([CH3:15])[NH:12][C:9]2=[N:10][CH:11]=1.[Cl:16][CH2:17][C:18](Cl)=[O:19]. Product: [Br:5][C:6]1[CH:7]=[C:8]2[C:14]([C:18](=[O:19])[CH2:17][Cl:16])=[C:13]([CH3:15])[NH:12][C:9]2=[N:10][CH:11]=1. The catalyst class is: 4.